From a dataset of Reaction yield outcomes from USPTO patents with 853,638 reactions. Predict the reaction yield, written as a fraction of the theoretical maximum amount of product (1.0 means a 100% yield; for example, 0.34 means a 34% yield). (1) The reactants are [CH3:1][C:2]1[CH:6]=[C:5]([CH3:7])[NH:4][C:3]=1[C:8](=[C:12]1[C:20]2[C:15](=[CH:16][CH:17]=[CH:18][CH:19]=2)[NH:14][C:13]1=[O:21])[C:9](O)=[O:10].Cl.Cl.[CH3:24][N:25]([CH3:33])[C:26]1[CH:27]=[C:28]([CH:30]=[CH:31][CH:32]=1)[NH2:29]. No catalyst specified. The product is [CH3:24][N:25]([CH3:33])[C:26]1[CH:27]=[C:28]([NH:29][C:9](=[O:10])[C:8]([C:3]2[NH:4][C:5]([CH3:7])=[CH:6][C:2]=2[CH3:1])=[C:12]2[C:20]3[C:15](=[CH:16][CH:17]=[CH:18][CH:19]=3)[NH:14][C:13]2=[O:21])[CH:30]=[CH:31][CH:32]=1. The yield is 0.250. (2) The reactants are C([BH-](C(CC)C)C(CC)C)(CC)C.[Na+].[C:15]([O:19][C:20](=[O:32])[NH:21][C@H:22]([CH2:30]I)[CH2:23][C:24]1[CH:29]=[CH:28][CH:27]=[CH:26][CH:25]=1)([CH3:18])([CH3:17])[CH3:16].O. The catalyst is O1CCCC1. The product is [C:15]([O:19][C:20](=[O:32])[NH:21][C@H:22]([CH3:30])[CH2:23][C:24]1[CH:25]=[CH:26][CH:27]=[CH:28][CH:29]=1)([CH3:18])([CH3:16])[CH3:17]. The yield is 0.630. (3) The reactants are N1([C:7]2[CH:17]=[CH:16][C:10]3[CH:11]=[CH:12][CH:13]=[CH:14][NH:15][C:9]=3[CH:8]=2)CCOCC1.[OH-].[Na+]. The catalyst is CO. The product is [N:15]1[CH2:14][CH:13]=[CH:12][CH:11]=[C:10]2[CH:16]=[CH:17][CH:7]=[CH:8][C:9]=12. The yield is 0.890. (4) The reactants are [C:1]([N:8]([CH3:10])[NH2:9])([O:3][C:4]([CH3:7])([CH3:6])[CH3:5])=[O:2].[CH2:11]([N:18]=[C:19]=[O:20])[C:12]1[CH:17]=[CH:16][CH:15]=[CH:14][CH:13]=1. The catalyst is C1COCC1. The product is [C:1]([N:8]([CH3:10])[NH:9][C:19](=[O:20])[NH:18][CH2:11][C:12]1[CH:17]=[CH:16][CH:15]=[CH:14][CH:13]=1)([O:3][C:4]([CH3:7])([CH3:6])[CH3:5])=[O:2]. The yield is 0.810. (5) The reactants are C([O:3][C:4](=[O:49])[CH2:5][CH2:6][CH2:7][O:8][C:9]1[CH:14]=[CH:13][CH:12]=[C:11]([CH2:15][CH2:16][CH2:17][CH2:18][CH2:19][CH2:20][O:21][C:22]2[CH:23]=[C:24]([C:34]3[CH:39]=[CH:38][C:37]([F:40])=[C:36]([F:41])[CH:35]=3)[CH:25]=[C:26]([S:28]([CH2:31][CH2:32][CH3:33])(=[O:30])=[O:29])[CH:27]=2)[C:10]=1[CH2:42][CH2:43][C:44]([O:46]CC)=[O:45])C.[OH-].[Na+]. No catalyst specified. The product is [C:44]([CH2:43][CH2:42][C:10]1[C:11]([CH2:15][CH2:16][CH2:17][CH2:18][CH2:19][CH2:20][O:21][C:22]2[CH:23]=[C:24]([C:34]3[CH:39]=[CH:38][C:37]([F:40])=[C:36]([F:41])[CH:35]=3)[CH:25]=[C:26]([S:28]([CH2:31][CH2:32][CH3:33])(=[O:29])=[O:30])[CH:27]=2)=[CH:12][CH:13]=[CH:14][C:9]=1[O:8][CH2:7][CH2:6][CH2:5][C:4]([OH:49])=[O:3])([OH:46])=[O:45]. The yield is 0.460. (6) The reactants are [OH:1][C@H:2]1[CH2:6][N:5]([C:7]([O:9][C:10]([CH3:13])([CH3:12])[CH3:11])=[O:8])[C@H:4]([C:14](OC)=[O:15])[CH2:3]1.[Li+].[BH4-].O.Cl. The catalyst is C1COCC1. The product is [OH:1][C@H:2]1[CH2:6][N:5]([C:7]([O:9][C:10]([CH3:11])([CH3:12])[CH3:13])=[O:8])[C@H:4]([CH2:14][OH:15])[CH2:3]1. The yield is 0.950. (7) The reactants are [F:1][C:2]1([F:27])[CH2:5][N:4]([C:6]2[N:14]=[C:13]([N:15]3[C:19]4[CH:20]=[C:21]([C:24]#[N:25])[CH:22]=[CH:23][C:18]=4[N:17]=[CH:16]3)[N:12]=[C:11]3[C:7]=2[NH:8][C:9](=[O:26])[NH:10]3)[CH2:3]1.[O:28]1[CH2:32][CH2:31][CH:30]([CH2:33]O)[CH2:29]1. The catalyst is C(Cl)(Cl)Cl. The product is [F:27][C:2]1([F:1])[CH2:3][N:4]([C:6]2[N:14]=[C:13]([N:15]3[C:19]4[CH:20]=[C:21]([C:24]#[N:25])[CH:22]=[CH:23][C:18]=4[N:17]=[CH:16]3)[N:12]=[C:11]3[C:7]=2[NH:8][C:9](=[O:26])[N:10]3[CH2:33][CH:30]2[CH2:31][CH2:32][O:28][CH2:29]2)[CH2:5]1. The yield is 0.180. (8) The reactants are [C:1]([C:5]1[C:10]([N+:11]([O-])=O)=[CH:9][C:8]([OH:14])=[C:7]([Cl:15])[CH:6]=1)([CH3:4])([CH3:3])[CH3:2]. The catalyst is CO.[Ni]. The product is [C:1]([C:5]1[C:10]([NH2:11])=[CH:9][C:8]([OH:14])=[C:7]([Cl:15])[CH:6]=1)([CH3:4])([CH3:2])[CH3:3]. The yield is 0.780. (9) The reactants are [Cl:1][C:2]1[CH:10]=[C:9]2[C:5]([C:6]([C:11]([OH:13])=[O:12])=[N:7][NH:8]2)=[CH:4][C:3]=1[C:14]1[CH:19]=[CH:18][C:17]([O:20][CH3:21])=[CH:16][CH:15]=1.[CH:22]1[C:27](O)=[CH:26][CH:25]=[C:24]([CH3:29])[CH:23]=1.C(N(CC)CC)C. The catalyst is S(Cl)(Cl)=O. The product is [C:24]1([CH3:29])[CH:25]=[CH:26][C:27]([O:12][C:11]([C:6]2[C:5]3[C:9](=[CH:10][C:2]([Cl:1])=[C:3]([C:14]4[CH:19]=[CH:18][C:17]([O:20][CH3:21])=[CH:16][CH:15]=4)[CH:4]=3)[NH:8][N:7]=2)=[O:13])=[CH:22][CH:23]=1. The yield is 0.270. (10) The reactants are C([O:8][C:9](=O)[CH2:10][CH:11]([NH:17][C:18]([O:20][C:21]([CH3:24])([CH3:23])[CH3:22])=[O:19])[C:12]1[NH:16][N:15]=[N:14][N:13]=1)C1C=CC=CC=1.[NH3:26]. The catalyst is CO. The product is [C:21]([O:20][C:18](=[O:19])[NH:17][CH:11]([C:12]1[NH:16][N:15]=[N:14][N:13]=1)[CH2:10][C:9](=[O:8])[NH2:26])([CH3:24])([CH3:23])[CH3:22]. The yield is 0.480.